Predict the reaction yield, written as a fraction of the theoretical maximum amount of product (1.0 means a 100% yield; for example, 0.34 means a 34% yield). From a dataset of Reaction yield outcomes from USPTO patents with 853,638 reactions. (1) The reactants are [H-].[Na+].[C:3]([C@@H:7]([C@H:9]([C:11]([O:13][CH3:14])=[O:12])[OH:10])[OH:8])([O:5][CH3:6])=[O:4].Br[CH2:16][C:17]([CH3:19])=[CH2:18]. The catalyst is CN(C=O)C. The product is [CH3:16][C:17](=[CH2:18])[CH2:19][O:10][C@H:9]([C@@H:7]([O:8][CH2:18][C:17]([CH3:19])=[CH2:16])[C:3]([O:5][CH3:6])=[O:4])[C:11]([O:13][CH3:14])=[O:12]. The yield is 0.710. (2) The reactants are [Cl:1][C:2]1[CH:3]=[C:4]([C:10]2([C:26]([F:29])([F:28])[F:27])[O:14][N:13]=[C:12]([C:15]3[S:19][C:18]([C:20](O)=[O:21])=[C:17]4[CH2:23][CH2:24][CH2:25][C:16]=34)[CH2:11]2)[CH:5]=[C:6]([Cl:9])[C:7]=1[F:8].C(N(CC)C(C)C)(C)C.Cl.[NH2:40][CH2:41][C:42]([NH:44][CH2:45][C:46]#[CH:47])=[O:43].CN(C(ON1N=NC2C=CC=NC1=2)=[N+](C)C)C.F[P-](F)(F)(F)(F)F. The catalyst is C(Cl)Cl. The product is [Cl:1][C:2]1[CH:3]=[C:4]([C:10]2([C:26]([F:29])([F:28])[F:27])[O:14][N:13]=[C:12]([C:15]3[S:19][C:18]([C:20]([NH:40][CH2:41][C:42](=[O:43])[NH:44][CH2:45][C:46]#[CH:47])=[O:21])=[C:17]4[CH2:23][CH2:24][CH2:25][C:16]=34)[CH2:11]2)[CH:5]=[C:6]([Cl:9])[C:7]=1[F:8]. The yield is 0.884. (3) The reactants are [C:1]([O:5][C:6](=[O:25])[C:7]1[CH:12]=[C:11]([N:13]([S:20]([CH3:23])(=[O:22])=[O:21])[C:14]2[CH:19]=[CH:18][CH:17]=[CH:16][CH:15]=2)[CH:10]=[C:9](Br)[CH:8]=1)([CH3:4])([CH3:3])[CH3:2].C([O-])([O-])=O.[K+].[K+]. The catalyst is COCCOC.O.CCOC(C)=O.[Pd].C1(P(C2C=CC=CC=2)C2C=CC=CC=2)C=CC=CC=1.C1(P(C2C=CC=CC=2)C2C=CC=CC=2)C=CC=CC=1.C1(P(C2C=CC=CC=2)C2C=CC=CC=2)C=CC=CC=1.C1(P(C2C=CC=CC=2)C2C=CC=CC=2)C=CC=CC=1. The product is [C:1]([O:5][C:6](=[O:25])[C:7]1[CH:8]=[C:9]([CH:2]=[C:1]([CH3:4])[CH3:3])[CH:10]=[C:11]([N:13]([S:20]([CH3:23])(=[O:22])=[O:21])[C:14]2[CH:19]=[CH:18][CH:17]=[CH:16][CH:15]=2)[CH:12]=1)([CH3:4])([CH3:3])[CH3:2]. The yield is 0.890. (4) The reactants are [CH3:1][C:2]1[CH:10]=[C:9]([N+:11]([O-:13])=[O:12])[CH:8]=[CH:7][C:3]=1[C:4]([OH:6])=[O:5].S(=O)(=O)(O)O.[CH3:19]O. No catalyst specified. The product is [CH3:19][O:5][C:4](=[O:6])[C:3]1[CH:7]=[CH:8][C:9]([N+:11]([O-:13])=[O:12])=[CH:10][C:2]=1[CH3:1]. The yield is 0.953. (5) The reactants are [F:1][C:2]1[CH:3]=[C:4]([CH:12]=[CH:13][C:14]([OH:16])=[O:15])[CH:5]=[CH:6][C:7]=1[C:8]([F:11])([F:10])[F:9]. The catalyst is CO.C(Cl)(Cl)Cl. The product is [F:1][C:2]1[CH:3]=[C:4]([CH2:12][CH2:13][C:14]([OH:16])=[O:15])[CH:5]=[CH:6][C:7]=1[C:8]([F:11])([F:10])[F:9]. The yield is 0.818. (6) The reactants are [NH2:1][C@@H:2]([CH2:15][C:16]1[CH:21]=[CH:20][C:19]([C:22]2[N:27]=[CH:26][C:25]([C:28]3[CH:33]=[CH:32][C:31]([O:34][CH2:35][CH2:36][CH2:37][CH2:38][CH2:39][CH2:40][CH3:41])=[CH:30][CH:29]=3)=[CH:24][N:23]=2)=[CH:18][CH:17]=1)[C:3]([NH:5][C@@H:6]([C:8]([O:10][C:11]([CH3:14])([CH3:13])[CH3:12])=[O:9])[CH3:7])=[O:4].[C:42]([C:46]1[S:50][C:49]([C:51](O)=[O:52])=[CH:48][CH:47]=1)([CH3:45])([CH3:44])[CH3:43].CN(C(ON1N=NC2C=CC=NC1=2)=[N+](C)C)C.F[P-](F)(F)(F)(F)F. The catalyst is CN(C=O)C.CC(=O)OCC. The product is [C:42]([C:46]1[S:50][C:49]([C:51]([NH:1][C@@H:2]([CH2:15][C:16]2[CH:21]=[CH:20][C:19]([C:22]3[N:27]=[CH:26][C:25]([C:28]4[CH:33]=[CH:32][C:31]([O:34][CH2:35][CH2:36][CH2:37][CH2:38][CH2:39][CH2:40][CH3:41])=[CH:30][CH:29]=4)=[CH:24][N:23]=3)=[CH:18][CH:17]=2)[C:3]([NH:5][C@@H:6]([C:8]([O:10][C:11]([CH3:12])([CH3:13])[CH3:14])=[O:9])[CH3:7])=[O:4])=[O:52])=[CH:48][CH:47]=1)([CH3:45])([CH3:43])[CH3:44]. The yield is 0.690. (7) The reactants are [CH3:1][O:2][C:3]1[CH:8]=[CH:7][C:6]([N:9]2[CH:13]=[C:12]([CH3:14])[C:11]([CH:15]=[O:16])=[N:10]2)=[CH:5][CH:4]=1.[CH:17]1([Mg]Br)[CH2:22][CH2:21][CH2:20][CH2:19][CH2:18]1. The catalyst is O1CCCC1. The product is [CH:17]1([CH:15]([C:11]2[C:12]([CH3:14])=[CH:13][N:9]([C:6]3[CH:5]=[CH:4][C:3]([O:2][CH3:1])=[CH:8][CH:7]=3)[N:10]=2)[OH:16])[CH2:22][CH2:21][CH2:20][CH2:19][CH2:18]1. The yield is 0.530. (8) The reactants are [N:1]1([C:7]2[CH:12]=[CH:11][C:10]([NH:13][C:14]([C:16]3[O:17][C:18]4[C:23]([C:24](=[O:26])[CH:25]=3)=[CH:22][C:21]([O:27][CH3:28])=[CH:20][C:19]=4[N:29]3[CH2:34][CH2:33][N:32](C)[CH2:31][CH2:30]3)=[O:15])=[CH:9][CH:8]=2)[CH2:6][CH2:5][O:4][CH2:3][CH2:2]1.ClC(OC(Cl)C)=O.[I-].[Na+]. The catalyst is ClCCCl. The product is [N:1]1([C:7]2[CH:8]=[CH:9][C:10]([NH:13][C:14]([C:16]3[O:17][C:18]4[C:23]([C:24](=[O:26])[CH:25]=3)=[CH:22][C:21]([O:27][CH3:28])=[CH:20][C:19]=4[N:29]3[CH2:30][CH2:31][NH:32][CH2:33][CH2:34]3)=[O:15])=[CH:11][CH:12]=2)[CH2:6][CH2:5][O:4][CH2:3][CH2:2]1. The yield is 0.640. (9) The reactants are C([Si](C)(C)[O:6][CH2:7][C:8]([CH3:26])([O:10][C:11]1[CH:16]=[CH:15][C:14]([B:17]2[O:21]C(C)(C)C(C)(C)[O:18]2)=[CH:13][CH:12]=1)[CH3:9])(C)(C)C.[O:29]1CC[CH2:31][CH2:30]1.O. The catalyst is C(O)(=O)C.C1(C)C=CC=CC=1. The product is [C:30]([O:6][CH2:7][C:8]([CH3:9])([CH3:26])[O:10][C:11]1[CH:12]=[CH:13][C:14]([B:17]([OH:18])[OH:21])=[CH:15][CH:16]=1)(=[O:29])[CH3:31]. The yield is 0.520. (10) The catalyst is CN(C=O)C.C(OCC)(=O)C. The yield is 0.370. The reactants are [NH2:1][C:2]1[CH:7]=[CH:6][CH:5]=[CH:4][CH:3]=1.N1C(C)=CC=CC=1C.Br[CH2:17][CH2:18][O:19][CH2:20][C:21]1[CH:26]=[CH:25][CH:24]=[CH:23][CH:22]=1. The product is [CH2:20]([O:19][CH2:18][CH2:17][NH:1][C:2]1[CH:7]=[CH:6][CH:5]=[CH:4][CH:3]=1)[C:21]1[CH:26]=[CH:25][CH:24]=[CH:23][CH:22]=1.